Dataset: Full USPTO retrosynthesis dataset with 1.9M reactions from patents (1976-2016). Task: Predict the reactants needed to synthesize the given product. Given the product [Cl:1][C:2]1[CH:11]=[C:10]2[C:5]([CH:6]=[CH:7][N:8]([C@@H:13]([CH2:21][CH3:22])[C:14]([OH:16])=[O:15])[C:9]2=[O:12])=[CH:4][CH:3]=1, predict the reactants needed to synthesize it. The reactants are: [Cl:1][C:2]1[CH:11]=[C:10]2[C:5]([CH:6]=[CH:7][N:8]([C@@H:13]([CH2:21][CH3:22])[C:14]([O:16]C(C)(C)C)=[O:15])[C:9]2=[O:12])=[CH:4][CH:3]=1.FC(F)(F)C(O)=O.